From a dataset of Full USPTO retrosynthesis dataset with 1.9M reactions from patents (1976-2016). Predict the reactants needed to synthesize the given product. Given the product [CH2:1]([O:6][C:7]1[CH:14]=[CH:13][C:10]([C:11]2[NH:20][C:18](=[O:19])[C:17]3[C:16](=[CH:24][CH:23]=[CH:22][CH:21]=3)[N:15]=2)=[CH:9][CH:8]=1)[CH2:2][CH2:3][C:4]#[CH:5], predict the reactants needed to synthesize it. The reactants are: [CH2:1]([O:6][C:7]1[CH:14]=[CH:13][C:10]([CH:11]=O)=[CH:9][CH:8]=1)[CH2:2][CH2:3][C:4]#[CH:5].[NH2:15][C:16]1[CH:24]=[CH:23][CH:22]=[CH:21][C:17]=1[C:18]([NH2:20])=[O:19].II.